This data is from Forward reaction prediction with 1.9M reactions from USPTO patents (1976-2016). The task is: Predict the product of the given reaction. (1) Given the reactants O[CH2:2][CH2:3][C:4]1[N:9]=[CH:8][C:7]([NH:10][C:11](=[O:17])[O:12][C:13]([CH3:16])([CH3:15])[CH3:14])=[CH:6][CH:5]=1.[I:18]I.N1C=CN=C1.C1C=CC(P(C2C=CC=CC=2)C2C=CC=CC=2)=CC=1, predict the reaction product. The product is: [I:18][CH2:2][CH2:3][C:4]1[N:9]=[CH:8][C:7]([NH:10][C:11](=[O:17])[O:12][C:13]([CH3:16])([CH3:15])[CH3:14])=[CH:6][CH:5]=1. (2) Given the reactants Br[C:2]1[CH:3]=[C:4]([C:9]([NH:12][C:13](=[O:23])[O:14][CH:15]2[CH:20]3[CH2:21][CH2:22][N:17]([CH2:18][CH2:19]3)[CH2:16]2)([CH3:11])[CH3:10])[CH:5]=[CH:6][C:7]=1[F:8].[C:24]1(B(O)O)[CH:29]=[CH:28][CH:27]=[CH:26][CH:25]=1, predict the reaction product. The product is: [F:8][C:7]1[C:2]([C:24]2[CH:29]=[CH:28][CH:27]=[CH:26][CH:25]=2)=[CH:3][C:4]([C:9]([NH:12][C:13](=[O:23])[O:14][CH:15]2[CH:20]3[CH2:21][CH2:22][N:17]([CH2:18][CH2:19]3)[CH2:16]2)([CH3:11])[CH3:10])=[CH:5][CH:6]=1. (3) Given the reactants [CH2:1]([N:5]1[C:13]2[C:8](=[CH:9][CH:10]=[C:11]([C:14]([O:16]C)=[O:15])[CH:12]=2)[CH2:7][CH2:6]1)[CH2:2][CH2:3][CH3:4].[OH-].[Na+].Cl, predict the reaction product. The product is: [CH2:1]([N:5]1[C:13]2[C:8](=[CH:9][CH:10]=[C:11]([C:14]([OH:16])=[O:15])[CH:12]=2)[CH2:7][CH2:6]1)[CH2:2][CH2:3][CH3:4]. (4) Given the reactants [F:1][C:2]1[CH:7]=[CH:6][C:5]([C:8]2([C:14]3[N:23]=[C:22](SC)[C:21]4[C:16](=[CH:17][CH:18]=[CH:19][CH:20]=4)[N:15]=3)[CH2:13][CH2:12][O:11][CH2:10][CH2:9]2)=[CH:4][CH:3]=1.ClC1C=CC=C(C(OO)=O)C=1.S([O-])([O-])(=O)=S.[Na+].[Na+].C(=O)(O)[O-].[Na+].[CH3:49][C:50]1[NH:54][N:53]=[C:52]([NH2:55])[CH:51]=1, predict the reaction product. The product is: [F:1][C:2]1[CH:7]=[CH:6][C:5]([C:8]2([C:14]3[N:23]=[C:22]([NH:55][C:52]4[CH:51]=[C:50]([CH3:49])[NH:54][N:53]=4)[C:21]4[C:16](=[CH:17][CH:18]=[CH:19][CH:20]=4)[N:15]=3)[CH2:13][CH2:12][O:11][CH2:10][CH2:9]2)=[CH:4][CH:3]=1. (5) Given the reactants [C:1]([C:5]1[CH:10]=[CH:9][C:8]([C:11]2[N:12]([C:32](Cl)=[O:33])[C:13]([C:25]3[CH:30]=[CH:29][C:28]([Cl:31])=[CH:27][CH:26]=3)([CH3:24])[C:14]([C:17]3[CH:22]=[CH:21][C:20]([Cl:23])=[CH:19][CH:18]=3)([CH3:16])[N:15]=2)=[C:7]([O:35][CH:36]([CH3:38])[CH3:37])[CH:6]=1)([CH3:4])([CH3:3])[CH3:2].[C:39]([N:42]1[CH2:47][CH2:46][NH:45][CH2:44][CH2:43]1)(=[O:41])[CH3:40], predict the reaction product. The product is: [C:1]([C:5]1[CH:10]=[CH:9][C:8]([C:11]2[N:12]([C:32]([N:45]3[CH2:46][CH2:47][N:42]([C:39](=[O:41])[CH3:40])[CH2:43][CH2:44]3)=[O:33])[C@@:13]([C:25]3[CH:30]=[CH:29][C:28]([Cl:31])=[CH:27][CH:26]=3)([CH3:24])[C@@:14]([C:17]3[CH:22]=[CH:21][C:20]([Cl:23])=[CH:19][CH:18]=3)([CH3:16])[N:15]=2)=[C:7]([O:35][CH:36]([CH3:38])[CH3:37])[CH:6]=1)([CH3:3])([CH3:2])[CH3:4]. (6) Given the reactants [CH3:1][O:2][C:3]([C:5]1[N:6]=[C:7]([NH:10][C:11](=[O:28])[CH:12]([C:19]2[CH:24]=[CH:23][C:22]([N+:25]([O-])=O)=[CH:21][CH:20]=2)[CH2:13][CH:14]2[CH2:18][CH2:17][CH2:16][CH2:15]2)[S:8][CH:9]=1)=[O:4], predict the reaction product. The product is: [CH3:1][O:2][C:3]([C:5]1[N:6]=[C:7]([NH:10][C:11](=[O:28])[CH:12]([C:19]2[CH:20]=[CH:21][C:22]([NH2:25])=[CH:23][CH:24]=2)[CH2:13][CH:14]2[CH2:15][CH2:16][CH2:17][CH2:18]2)[S:8][CH:9]=1)=[O:4].